Dataset: NCI-60 drug combinations with 297,098 pairs across 59 cell lines. Task: Regression. Given two drug SMILES strings and cell line genomic features, predict the synergy score measuring deviation from expected non-interaction effect. (1) Drug 1: CN1C2=C(C=C(C=C2)N(CCCl)CCCl)N=C1CCCC(=O)O.Cl. Drug 2: C1=NNC2=C1C(=O)NC=N2. Cell line: M14. Synergy scores: CSS=0.220, Synergy_ZIP=2.53, Synergy_Bliss=4.27, Synergy_Loewe=0.865, Synergy_HSA=0.695. (2) Drug 1: CN(CCCl)CCCl.Cl. Drug 2: CC1=C(C(=O)C2=C(C1=O)N3CC4C(C3(C2COC(=O)N)OC)N4)N. Cell line: NCI-H522. Synergy scores: CSS=46.2, Synergy_ZIP=-14.4, Synergy_Bliss=-10.7, Synergy_Loewe=-0.823, Synergy_HSA=0.974.